Dataset: NCI-60 drug combinations with 297,098 pairs across 59 cell lines. Task: Regression. Given two drug SMILES strings and cell line genomic features, predict the synergy score measuring deviation from expected non-interaction effect. (1) Drug 1: C1=CC=C(C(=C1)C(C2=CC=C(C=C2)Cl)C(Cl)Cl)Cl. Drug 2: C1=CN(C=N1)CC(O)(P(=O)(O)O)P(=O)(O)O. Cell line: OVCAR-4. Synergy scores: CSS=-1.17, Synergy_ZIP=0.422, Synergy_Bliss=-0.840, Synergy_Loewe=-2.67, Synergy_HSA=-3.00. (2) Drug 1: C1CN1P(=S)(N2CC2)N3CC3. Drug 2: C1C(C(OC1N2C=NC(=NC2=O)N)CO)O. Cell line: M14. Synergy scores: CSS=22.9, Synergy_ZIP=-4.82, Synergy_Bliss=-5.73, Synergy_Loewe=-3.40, Synergy_HSA=-4.66. (3) Drug 1: C1=CC(=C2C(=C1NCCNCCO)C(=O)C3=C(C=CC(=C3C2=O)O)O)NCCNCCO. Drug 2: CC1CCC2CC(C(=CC=CC=CC(CC(C(=O)C(C(C(=CC(C(=O)CC(OC(=O)C3CCCCN3C(=O)C(=O)C1(O2)O)C(C)CC4CCC(C(C4)OC)OCCO)C)C)O)OC)C)C)C)OC. Cell line: K-562. Synergy scores: CSS=58.6, Synergy_ZIP=1.09, Synergy_Bliss=0.709, Synergy_Loewe=4.65, Synergy_HSA=6.97. (4) Drug 1: CC1C(C(CC(O1)OC2CC(OC(C2O)C)OC3=CC4=CC5=C(C(=O)C(C(C5)C(C(=O)C(C(C)O)O)OC)OC6CC(C(C(O6)C)O)OC7CC(C(C(O7)C)O)OC8CC(C(C(O8)C)O)(C)O)C(=C4C(=C3C)O)O)O)O. Drug 2: CS(=O)(=O)OCCCCOS(=O)(=O)C. Cell line: A498. Synergy scores: CSS=40.6, Synergy_ZIP=-0.726, Synergy_Bliss=-0.649, Synergy_Loewe=-28.6, Synergy_HSA=0.884. (5) Drug 1: CCC1(CC2CC(C3=C(CCN(C2)C1)C4=CC=CC=C4N3)(C5=C(C=C6C(=C5)C78CCN9C7C(C=CC9)(C(C(C8N6C)(C(=O)OC)O)OC(=O)C)CC)OC)C(=O)OC)O. Drug 2: CC(C)(C1=NC(=CC=C1)N2C3=NC(=NC=C3C(=O)N2CC=C)NC4=CC=C(C=C4)N5CCN(CC5)C)O. Cell line: HT29. Synergy scores: CSS=66.4, Synergy_ZIP=0.789, Synergy_Bliss=-0.368, Synergy_Loewe=-3.16, Synergy_HSA=1.58. (6) Drug 1: CCC1=CC2CC(C3=C(CN(C2)C1)C4=CC=CC=C4N3)(C5=C(C=C6C(=C5)C78CCN9C7C(C=CC9)(C(C(C8N6C)(C(=O)OC)O)OC(=O)C)CC)OC)C(=O)OC. Drug 2: CC(C)(C1=NC(=CC=C1)N2C3=NC(=NC=C3C(=O)N2CC=C)NC4=CC=C(C=C4)N5CCN(CC5)C)O. Cell line: SW-620. Synergy scores: CSS=66.9, Synergy_ZIP=1.37, Synergy_Bliss=-0.219, Synergy_Loewe=0.344, Synergy_HSA=5.25.